This data is from Forward reaction prediction with 1.9M reactions from USPTO patents (1976-2016). The task is: Predict the product of the given reaction. (1) The product is: [F:1][C:2]1[CH:7]=[CH:6][C:5]([CH2:8][CH2:9][S:10]([N:13]2[CH2:14][CH2:15][CH:16]([CH2:19][NH:20][C:22]3[N:27]=[CH:26][CH:25]=[CH:24][N:23]=3)[CH2:17][CH2:18]2)(=[O:11])=[O:12])=[CH:4][CH:3]=1. Given the reactants [F:1][C:2]1[CH:7]=[CH:6][C:5]([CH2:8][CH2:9][S:10]([N:13]2[CH2:18][CH2:17][CH:16]([CH2:19][NH2:20])[CH2:15][CH2:14]2)(=[O:12])=[O:11])=[CH:4][CH:3]=1.Br[C:22]1[N:27]=[CH:26][CH:25]=[CH:24][N:23]=1.C(N(CC)C(C)C)(C)C, predict the reaction product. (2) Given the reactants C(OC(OC(C)(C)C)=O)(OC(C)(C)C)=[O:2].O=C1N[C:20](=[O:22])[C:19]2([CH2:27][CH2:26][N:25]([C:28]([O:30][C:31]([CH3:34])([CH3:33])[CH3:32])=[O:29])[CH2:24][CH2:23]2)[NH:18]1.C(N(CC)CC)C, predict the reaction product. The product is: [NH2:18][C:19]1([C:20]([OH:22])=[O:2])[CH2:27][CH2:26][N:25]([C:28]([O:30][C:31]([CH3:34])([CH3:33])[CH3:32])=[O:29])[CH2:24][CH2:23]1.